From a dataset of Reaction yield outcomes from USPTO patents with 853,638 reactions. Predict the reaction yield, written as a fraction of the theoretical maximum amount of product (1.0 means a 100% yield; for example, 0.34 means a 34% yield). The reactants are B1([O-])OO1.[OH2:5].[OH2:6].O.O.[Na+].[Cl:10][C:11]1[CH:12]=[C:13]([CH:15]=[C:16]([F:18])[CH:17]=1)[NH2:14].CC(OC)(C)C. The catalyst is C(O)(=O)C. The product is [Cl:10][C:11]1[CH:12]=[C:13]([N+:14]([O-:6])=[O:5])[CH:15]=[C:16]([F:18])[CH:17]=1. The yield is 0.180.